Dataset: Cav3 T-type calcium channel HTS with 100,875 compounds. Task: Binary Classification. Given a drug SMILES string, predict its activity (active/inactive) in a high-throughput screening assay against a specified biological target. (1) The molecule is O(c1ccc(n2[nH]c3c([nH]2)n[nH]c3N)cc1)C. The result is 0 (inactive). (2) The compound is S1(=O)(=O)N(C2CCCC2)C(c2c1ccc(c2)C(F)(F)F)CC(=O)C. The result is 0 (inactive). (3) The compound is O1CCN(CC1)C(=O)c1c(NC(=O)c2cc3c(oc2=O)c(OC)ccc3)cccc1. The result is 0 (inactive). (4) The compound is s1c(NC(=O)CN2CCC(n3nnc4c3ccc(c4)C(F)(F)F)CC2)nc2c1cc(OCC)cc2. The result is 0 (inactive). (5) The drug is O(C1(C(=O)c2c(cc(n(c2)CC=C)C2CC2)=CC1=O)C)C(=O)CCC(OC)=O. The result is 0 (inactive). (6) The compound is s1c2nc(c3c(CC(OC3)(C)C)c2c(N)c1C(OCC)=O)C(C)C. The result is 0 (inactive). (7) The compound is s1c(NC(=O)CCCCCC)nc(c1c1nc(sc1)Nc1c(OC)ccc(OC)c1)C. The result is 0 (inactive). (8) The drug is s1c(NC(=O)C2CN(C(=O)C2)c2ccc(cc2)C)nnc1C. The result is 0 (inactive).